From a dataset of Peptide-MHC class I binding affinity with 185,985 pairs from IEDB/IMGT. Regression. Given a peptide amino acid sequence and an MHC pseudo amino acid sequence, predict their binding affinity value. This is MHC class I binding data. The peptide sequence is KAIFRRFPHL. The MHC is H-2-Db with pseudo-sequence H-2-Db. The binding affinity (normalized) is 0.160.